Dataset: Full USPTO retrosynthesis dataset with 1.9M reactions from patents (1976-2016). Task: Predict the reactants needed to synthesize the given product. (1) Given the product [N:35]1[C:36]2[C:41](=[CH:40][CH:39]=[CH:38][CH:37]=2)[CH:42]=[CH:43][C:34]=1[N:31]1[CH2:32][CH2:33][N:28]([CH2:27][CH2:26][CH2:25][CH2:24][C:18]2[NH:17][O:16][C:15]3[C:14]4[CH2:13][CH2:12][NH:11][CH2:23][C:22]=4[S:21][C:20]=3[N:19]=2)[CH2:29][CH2:30]1, predict the reactants needed to synthesize it. The reactants are: C(OC([N:11]1[CH2:23][C:22]2[S:21][C:20]3[N:19]=[C:18]([CH2:24][CH2:25][CH2:26][CH2:27][N:28]4[CH2:33][CH2:32][N:31]([C:34]5[CH:43]=[CH:42][C:41]6[C:36](=[CH:37][CH:38]=[CH:39][CH:40]=6)[N:35]=5)[CH2:30][CH2:29]4)[NH:17][O:16][C:15]=3[C:14]=2[CH2:13][CH2:12]1)=O)C1C=CC=CC=1.Br.C(O)(=O)C.C(=O)([O-])O.[Na+]. (2) Given the product [Br:18][C:19]1[N:24]2[N:25]=[CH:26][N:27]=[C:23]2[C:22]([NH:15][C:14]2[CH:13]=[CH:12][C:11]([N:7]3[CH2:6][C@H:5]4[CH2:10][C@@H:8]3[CH2:9][N:4]4[CH:1]([CH3:3])[CH3:2])=[CH:17][CH:16]=2)=[N:21][CH:20]=1, predict the reactants needed to synthesize it. The reactants are: [CH:1]([N:4]1[CH2:9][C@H:8]2[CH2:10][C@@H:5]1[CH2:6][N:7]2[C:11]1[CH:17]=[CH:16][C:14]([NH2:15])=[CH:13][CH:12]=1)([CH3:3])[CH3:2].[Br:18][C:19]1[N:24]2[N:25]=[CH:26][N:27]=[C:23]2[C:22](Br)=[N:21][CH:20]=1. (3) Given the product [F:72][C:58]([F:73])([N:53]([C:50]([F:49])([F:51])[F:52])[C:54]([F:55])([F:56])[F:57])[C:59]([F:71])=[C:63]([F:69])[C:64]([F:68])([F:67])[O:65][CH3:66], predict the reactants needed to synthesize it. The reactants are: N#N.FC(N(C(F)(F)C(F)(C(F)(F)C(F)=O)C(F)=O)C(F)(F)F)(F)F.CN(CC(CC(OC)=O)C(OC)=O)C.S(OC)(OC)(=O)=O.[F-].[K+].[F:49][C:50]([N:53]([C:58]([F:73])([F:72])[C:59]([F:71])([C:63](F)([F:69])[C:64]([F:68])([F:67])[O:65][CH3:66])C(F)=O)[C:54]([F:57])([F:56])[F:55])([F:52])[F:51].C(=O)([O-])[O-].[Na+].[Na+].C(=O)=O. (4) Given the product [CH2:15]([O:14][C:12]1[C:11]([C:17]([F:20])([F:18])[F:19])=[CH:10][C:9]2[NH:21][C:22](=[O:44])[CH2:23][C:24]([C:26]3[CH:31]=[CH:30][CH:29]=[C:28]([C:32]4[CH:37]=[CH:36][N:35]=[C:34]([N:38]5[CH2:43][CH2:42][O:41][CH2:40][CH2:39]5)[CH:33]=4)[CH:27]=3)=[N:7][C:8]=2[CH:13]=1)[CH3:16], predict the reactants needed to synthesize it. The reactants are: C(OC(=O)[NH:7][C:8]1[CH:13]=[C:12]([O:14][CH2:15][CH3:16])[C:11]([C:17]([F:20])([F:19])[F:18])=[CH:10][C:9]=1[NH:21][C:22](=[O:44])[CH2:23][C:24]([C:26]1[CH:31]=[CH:30][CH:29]=[C:28]([C:32]2[CH:37]=[CH:36][N:35]=[C:34]([N:38]3[CH2:43][CH2:42][O:41][CH2:40][CH2:39]3)[CH:33]=2)[CH:27]=1)=O)(C)(C)C.C(O)(C(F)(F)F)=O. (5) Given the product [CH2:1]([C@:4]([NH:5][C:23]([O:25][C:26]([CH3:29])([CH3:28])[CH3:27])=[O:24])([CH2:30][CH2:31][CH2:32][CH2:33][B:34]1[O:35][C:36]([CH3:41])([CH3:42])[C:37]([CH3:39])([CH3:40])[O:38]1)[C:9]([O:8][CH3:7])=[O:10])[CH:2]=[CH2:3], predict the reactants needed to synthesize it. The reactants are: [CH2:1]([C@:4]1([CH2:30][CH2:31][CH2:32][CH2:33][B:34]2[O:38][C:37]([CH3:40])([CH3:39])[C:36]([CH3:42])([CH3:41])[O:35]2)[C:9](=[O:10])[O:8][C@@H:7](C2C=CC=CC=2)[C@@H](C2C=CC=CC=2)[N:5]1[C:23]([O:25][C:26]([CH3:29])([CH3:28])[CH3:27])=[O:24])[CH:2]=[CH2:3].C(=O)=O.N.[Li]. (6) Given the product [Br:1][C:2]1[CH:10]=[C:6]2[C:5]([CH:15]=[C:14]([CH:13]([OH:16])[CH3:12])[O:9][C:7]2=[O:8])=[CH:4][CH:3]=1, predict the reactants needed to synthesize it. The reactants are: [Br:1][C:2]1[CH:3]=[CH:4][C:5](I)=[C:6]([CH:10]=1)[C:7]([OH:9])=[O:8].[CH3:12][CH:13]([OH:16])[C:14]#[CH:15].CCN(CC)CC. (7) Given the product [CH3:19][S:4][C:3]1[NH:5][C:14](=[O:16])[C:6]([C:7]2[CH:12]=[CH:11][CH:10]=[CH:9][CH:8]=2)=[N:1][N:2]=1, predict the reactants needed to synthesize it. The reactants are: [NH2:1][NH:2][C:3]([NH2:5])=[S:4].[C:6]([C:14]([OH:16])=O)(=O)[C:7]1[CH:12]=[CH:11][CH:10]=[CH:9][CH:8]=1.[OH-].[K+].[CH3:19]I.